The task is: Predict which catalyst facilitates the given reaction.. This data is from Catalyst prediction with 721,799 reactions and 888 catalyst types from USPTO. (1) Reactant: [CH3:1][O:2][C:3]1[CH:4]=[CH:5][C:6]2[O:11][CH2:10][CH2:9][NH:8][C:7]=2[CH:12]=1.C(=O)([O-])[O-].[K+].[K+].Br[CH2:20][C:21]#[N:22]. Product: [CH3:1][O:2][C:3]1[CH:4]=[CH:5][C:6]2[O:11][CH2:10][CH2:9][N:8]([CH2:20][C:21]#[N:22])[C:7]=2[CH:12]=1. The catalyst class is: 568. (2) Product: [Cl:1][C:2]1[N:3]=[C:4]([N:14]2[CH2:19][CH2:18][O:17][CH2:16][CH2:15]2)[C:5]2[S:10][C:9]([CH2:11][NH:26][CH3:25])=[C:8]([CH3:13])[C:6]=2[N:7]=1. The catalyst class is: 93. Reactant: [Cl:1][C:2]1[N:3]=[C:4]([N:14]2[CH2:19][CH2:18][O:17][CH2:16][CH2:15]2)[C:5]2[S:10][C:9]([CH:11]=O)=[C:8]([CH3:13])[C:6]=2[N:7]=1.C1COCC1.[CH3:25][NH2:26]. (3) Reactant: [C:1]([O:9][C:10]1[C:11]([C:21]([O:23][CH3:24])=[O:22])=[N:12][C:13](I)=[C:14]2[C:19]=1[N:18]=[CH:17][CH:16]=[CH:15]2)(=[O:8])[C:2]1[CH:7]=[CH:6][CH:5]=[CH:4][CH:3]=1.[C:25]([Zn]C#N)#[N:26]. Product: [C:1]([O:9][C:10]1[C:11]([C:21]([O:23][CH3:24])=[O:22])=[N:12][C:13]([C:25]#[N:26])=[C:14]2[C:19]=1[N:18]=[CH:17][CH:16]=[CH:15]2)(=[O:8])[C:2]1[CH:7]=[CH:6][CH:5]=[CH:4][CH:3]=1. The catalyst class is: 3. (4) Reactant: [C:1]([N:8]1[CH2:15][CH2:14][CH2:13][C@H:9]1[C:10]([OH:12])=[O:11])([O:3][C:4]([CH3:7])([CH3:6])[CH3:5])=[O:2].CCN=C=NCCCN(C)C.C1C=CC2N(O)N=NC=2C=1.O/[N:38]=[C:39](\[NH2:46])/[C:40]1[CH:45]=[CH:44][CH:43]=[N:42][CH:41]=1. Product: [NH2:46]/[C:39](=[N:38]\[O:11][C:10]([C@@H:9]1[CH2:13][CH2:14][CH2:15][N:8]1[C:1]([O:3][C:4]([CH3:7])([CH3:6])[CH3:5])=[O:2])=[O:12])/[C:40]1[CH:41]=[N:42][CH:43]=[CH:44][CH:45]=1. The catalyst class is: 2. (5) Reactant: CC([CH:5]1[CH2:10][N:9]([CH:11]2[CH2:16][CH2:15][N:14]([C:17]3[CH:22]=[CH:21][C:20]([N+:23]([O-:25])=[O:24])=[C:19]([O:26][CH2:27][C:28]([F:31])([F:30])[F:29])[CH:18]=3)[CH2:13][CH2:12]2)[CH2:8][CH2:7][N:6]1C([O-])=O)(C)C.C(O)(C(F)(F)F)=O. Product: [N+:23]([C:20]1[CH:21]=[CH:22][C:17]([N:14]2[CH2:13][CH2:12][CH:11]([N:9]3[CH2:8][CH2:7][NH:6][CH2:5][CH2:10]3)[CH2:16][CH2:15]2)=[CH:18][C:19]=1[O:26][CH2:27][C:28]([F:31])([F:30])[F:29])([O-:25])=[O:24]. The catalyst class is: 2. (6) Reactant: Cl[C:2]1[N:3]=[CH:4][N:5]=[C:6]2[C:13]=1[C:12]1[C@@H:11]([CH2:14][OH:15])[CH2:10][CH2:9][C:8]=1[S:7]2.C(N(CC)CC)C.Cl.[N:24]1([CH:30]2[CH2:35][CH2:34][CH:33]([NH2:36])[CH2:32][CH2:31]2)[CH2:29][CH2:28][O:27][CH2:26][CH2:25]1. Product: [N:24]1([CH:30]2[CH2:31][CH2:32][CH:33]([NH:36][C:2]3[N:3]=[CH:4][N:5]=[C:6]4[C:13]=3[C:12]3[C@@H:11]([CH2:14][OH:15])[CH2:10][CH2:9][C:8]=3[S:7]4)[CH2:34][CH2:35]2)[CH2:25][CH2:26][O:27][CH2:28][CH2:29]1. The catalyst class is: 85. (7) Reactant: Cl[C:2]1[C:3]2[CH2:12][CH2:11][N:10](C(OC(C)(C)C)=O)[CH2:9][C:4]=2[N:5]=[C:6]([CH3:8])[N:7]=1.[C:20]1(B(O)O)[CH:25]=[CH:24][CH:23]=[CH:22][CH:21]=1.C([O-])([O-])=O.[Na+].[Na+]. Product: [CH3:8][C:6]1[N:7]=[C:2]([C:20]2[CH:25]=[CH:24][CH:23]=[CH:22][CH:21]=2)[C:3]2[CH2:12][CH2:11][NH:10][CH2:9][C:4]=2[N:5]=1. The catalyst class is: 77. (8) Reactant: [N:1]1[CH:6]=[CH:5][C:4]([C:7]2[CH:12]=[C:11]([O:13][C:14]([F:17])([F:16])[F:15])[CH:10]=[CH:9][C:8]=2[OH:18])=[CH:3][N:2]=1.[C:19](=O)([O-:21])[O-:20].[K+].[K+].[Cl:25][C:26]1[C:27](F)=[CH:28][C:29]([F:48])=[C:30]([S:32]([N:35]([C:43]2[N:44]=[CH:45][S:46][CH:47]=2)C(=O)OC(C)(C)C)(=[O:34])=[O:33])[CH:31]=1. Product: [F:17][C:14]([F:15])([F:16])[C:19]([OH:21])=[O:20].[Cl:25][C:26]1[C:27]([O:18][C:8]2[CH:9]=[CH:10][C:11]([O:13][C:14]([F:16])([F:17])[F:15])=[CH:12][C:7]=2[C:4]2[CH:5]=[CH:6][N:1]=[N:2][CH:3]=2)=[CH:28][C:29]([F:48])=[C:30]([S:32]([NH:35][C:43]2[N:44]=[CH:45][S:46][CH:47]=2)(=[O:33])=[O:34])[CH:31]=1. The catalyst class is: 58.